Task: Predict the reactants needed to synthesize the given product.. Dataset: Full USPTO retrosynthesis dataset with 1.9M reactions from patents (1976-2016) (1) Given the product [C:1]([C:5]1[O:9][N:8]=[C:7]([NH:10][C:11]([NH:13][C:14]2[CH:19]=[CH:18][CH:17]=[C:16]([S:20][C:21]3[C:30]4[C:25](=[CH:26][C:27]([O:33][CH2:34][CH2:35][CH2:36][N:38]5[CH2:43][CH2:42][CH:41]([CH2:44][OH:45])[CH2:40][CH2:39]5)=[C:28]([O:31][CH3:32])[CH:29]=4)[N:24]=[CH:23][N:22]=3)[CH:15]=2)=[O:12])[CH:6]=1)([CH3:4])([CH3:3])[CH3:2], predict the reactants needed to synthesize it. The reactants are: [C:1]([C:5]1[O:9][N:8]=[C:7]([NH:10][C:11]([NH:13][C:14]2[CH:19]=[CH:18][CH:17]=[C:16]([S:20][C:21]3[C:30]4[C:25](=[CH:26][C:27]([O:33][CH2:34][CH2:35][CH2:36]Cl)=[C:28]([O:31][CH3:32])[CH:29]=4)[N:24]=[CH:23][N:22]=3)[CH:15]=2)=[O:12])[CH:6]=1)([CH3:4])([CH3:3])[CH3:2].[NH:38]1[CH2:43][CH2:42][CH:41]([CH2:44][OH:45])[CH2:40][CH2:39]1. (2) Given the product [CH3:22][C:19]1[CH:18]=[CH:17][C:16]([C:15]2[N:14]=[C:13]3[CH:23]=[CH:24][N:25]([CH2:26][C@@H:27]4[O:32][CH2:31][CH2:30][NH:29][CH2:28]4)[C:12]3=[CH:11][C:10]=2[C:7]2[CH:8]=[CH:9][C:4]([C:2]#[N:3])=[CH:5][CH:6]=2)=[CH:21][CH:20]=1, predict the reactants needed to synthesize it. The reactants are: Cl.[C:2]([C:4]1[CH:9]=[CH:8][C:7]([C:10]2[CH:11]=[C:12]3[N:25]([CH2:26][C@@H:27]4[O:32][CH2:31][CH2:30][N:29](C(OC(C)(C)C)=O)[CH2:28]4)[CH:24]=[CH:23][C:13]3=[N:14][C:15]=2[C:16]2[CH:21]=[CH:20][C:19]([CH3:22])=[CH:18][CH:17]=2)=[CH:6][CH:5]=1)#[N:3]. (3) Given the product [C:17]([O:21][C:22]([N:24]1[C@H:28]([CH2:29][F:30])[C@@H:27]([C:31]2[CH:32]=[CH:33][C:34]([C:2]3[CH:7]=[CH:6][N:5]4[CH:8]=[C:9]([CH2:11][NH:12][S:13]([CH3:16])(=[O:15])=[O:14])[N:10]=[C:4]4[CH:3]=3)=[CH:35][CH:36]=2)[O:26][C:25]1([CH3:47])[CH3:46])=[O:23])([CH3:20])([CH3:18])[CH3:19], predict the reactants needed to synthesize it. The reactants are: Br[C:2]1[CH:7]=[CH:6][N:5]2[CH:8]=[C:9]([CH2:11][NH:12][S:13]([CH3:16])(=[O:15])=[O:14])[N:10]=[C:4]2[CH:3]=1.[C:17]([O:21][C:22]([N:24]1[C@H:28]([CH2:29][F:30])[C@@H:27]([C:31]2[CH:36]=[CH:35][C:34](B3OC(C)(C)C(C)(C)O3)=[CH:33][CH:32]=2)[O:26][C:25]1([CH3:47])[CH3:46])=[O:23])([CH3:20])([CH3:19])[CH3:18].O.C([O-])([O-])=O.[Na+].[Na+].